From a dataset of Catalyst prediction with 721,799 reactions and 888 catalyst types from USPTO. Predict which catalyst facilitates the given reaction. (1) Reactant: I.[NH2:2][NH:3][C:4]([NH:7][CH3:8])=[N:5][CH3:6].Cl.[C:10](Cl)(=O)[C:11]1[CH:16]=[CH:15][N:14]=[CH:13][CH:12]=1.C([O-])([O-])=O.[K+].[K+]. Product: [CH3:8][NH:7][C:4]1[N:5]([CH3:6])[C:10]([C:11]2[CH:16]=[CH:15][N:14]=[CH:13][CH:12]=2)=[N:2][N:3]=1. The catalyst class is: 17. (2) Product: [N:36]([CH2:23][C:2]([F:35])([F:1])[CH2:3][N:4]1[C:12]2[C:7](=[CH:8][CH:9]=[C:10]([C:13]([O:15][CH2:16][CH3:17])=[O:14])[CH:11]=2)[CH:6]=[C:5]1[C:18]([O:20][CH2:21][CH3:22])=[O:19])=[N+:37]=[N-:38]. Reactant: [F:1][C:2]([F:35])([CH2:23]OS(C1C=CC(C)=CC=1)(=O)=O)[CH2:3][N:4]1[C:12]2[C:7](=[CH:8][CH:9]=[C:10]([C:13]([O:15][CH2:16][CH3:17])=[O:14])[CH:11]=2)[CH:6]=[C:5]1[C:18]([O:20][CH2:21][CH3:22])=[O:19].[N-:36]=[N+:37]=[N-:38].[Na+].O. The catalyst class is: 3. (3) Reactant: [CH3:1][O:2][C:3]1[CH:8]=[CH:7][C:6]([CH2:9][CH2:10][C@@:11]2([CH3:37])[C:14](=[O:15])[N:13]([C:16](=[O:26])[NH:17][C@@H:18]([C:20]3[CH:25]=[CH:24][CH:23]=[CH:22][CH:21]=3)[CH3:19])[C@@H:12]2[C:27]([O:29]CC2C=CC=CC=2)=[O:28])=[CH:5][CH:4]=1. Product: [CH3:1][O:2][C:3]1[CH:8]=[CH:7][C:6]([CH2:9][CH2:10][C@@:11]2([CH3:37])[C:14](=[O:15])[N:13]([C:16](=[O:26])[NH:17][C@@H:18]([C:20]3[CH:21]=[CH:22][CH:23]=[CH:24][CH:25]=3)[CH3:19])[C@@H:12]2[C:27]([OH:29])=[O:28])=[CH:5][CH:4]=1. The catalyst class is: 381. (4) Reactant: [Cl:1][C:2]1[N:7]=[C:6](Cl)[C:5]([C:9]2[CH:14]=[CH:13][C:12]([Cl:15])=[CH:11][CH:10]=2)=[C:4]([C:16]2[CH:21]=[CH:20][C:19]([Cl:22])=[CH:18][CH:17]=2)[N:3]=1.O.[NH2:24][NH2:25]. Product: [Cl:1][C:2]1[N:3]=[C:4]([C:16]2[CH:21]=[CH:20][C:19]([Cl:22])=[CH:18][CH:17]=2)[C:5]([C:9]2[CH:14]=[CH:13][C:12]([Cl:15])=[CH:11][CH:10]=2)=[C:6]([NH:24][NH2:25])[N:7]=1. The catalyst class is: 228. (5) Reactant: [C:1]([O:5][C:6](=[O:16])[NH:7][CH2:8][CH2:9][C:10]1[CH:15]=[CH:14][CH:13]=[CH:12][CH:11]=1)([CH3:4])([CH3:3])[CH3:2].[H-].[Na+].Cl[CH2:20][CH2:21][CH2:22]I.[NH:24]1[C:28]2[CH:29]=[CH:30][CH:31]=[CH:32][C:27]=2[N:26]=[C:25]1[S-:33].[Na+]. Product: [C:1]([O:5][C:6]([N:7]([CH2:8][CH2:9][C:10]1[CH:11]=[CH:12][CH:13]=[CH:14][CH:15]=1)[CH2:20][CH2:21][CH2:22][S:33][C:25]1[NH:24][C:28]2[CH:29]=[CH:30][CH:31]=[CH:32][C:27]=2[N:26]=1)=[O:16])([CH3:4])([CH3:2])[CH3:3]. The catalyst class is: 3. (6) Reactant: [I:1]N1C(=O)CCC1=O.[CH2:9]([N:16]1[CH:21]=[CH:20][C:19]([O:22][CH2:23][C:24]2[CH:29]=[CH:28][CH:27]=[CH:26][CH:25]=2)=[CH:18][C:17]1=[O:30])[C:10]1[CH:15]=[CH:14][CH:13]=[CH:12][CH:11]=1.[Al].C(OCC)(=O)C.CCCCCC. Product: [CH2:9]([N:16]1[CH:21]=[CH:20][C:19]([O:22][CH2:23][C:24]2[CH:29]=[CH:28][CH:27]=[CH:26][CH:25]=2)=[C:18]([I:1])[C:17]1=[O:30])[C:10]1[CH:11]=[CH:12][CH:13]=[CH:14][CH:15]=1. The catalyst class is: 10. (7) The catalyst class is: 612. Product: [CH3:1][O:2][C:3](=[O:14])[C:4]1[CH:9]=[CH:8][C:7]([I:10])=[C:6]([NH2:11])[CH:5]=1. Reactant: [CH3:1][O:2][C:3](=[O:14])[C:4]1[CH:9]=[CH:8][C:7]([I:10])=[C:6]([N+:11]([O-])=O)[CH:5]=1. (8) The catalyst class is: 261. Reactant: C([O:8][CH2:9][C:10]([NH:12][C:13]1[C:17]2[CH:18]=[N:19][C:20]([NH:22][C:23]3[CH:28]=[CH:27][N:26]=[C:25]([C:29]4[CH:30]=[N:31][N:32]([S:34]([CH:37]5[CH2:39][CH2:38]5)(=[O:36])=[O:35])[CH:33]=4)[N:24]=3)=[CH:21][C:16]=2[N:15]([CH:40]([CH3:42])[CH3:41])[CH:14]=1)=[O:11])C1C=CC=CC=1. Product: [CH:37]1([S:34]([N:32]2[CH:33]=[C:29]([C:25]3[N:24]=[C:23]([NH:22][C:20]4[N:19]=[CH:18][C:17]5[C:13]([NH:12][C:10](=[O:11])[CH2:9][OH:8])=[CH:14][N:15]([CH:40]([CH3:42])[CH3:41])[C:16]=5[CH:21]=4)[CH:28]=[CH:27][N:26]=3)[CH:30]=[N:31]2)(=[O:36])=[O:35])[CH2:39][CH2:38]1.